This data is from Reaction yield outcomes from USPTO patents with 853,638 reactions. The task is: Predict the reaction yield, written as a fraction of the theoretical maximum amount of product (1.0 means a 100% yield; for example, 0.34 means a 34% yield). (1) The reactants are [Cl:1][C:2]1[CH:3]=[C:4]([CH:9]=[C:10]([Cl:30])[C:11]=1[O:12][C:13]1[CH:18]=[CH:17][C:16]([O:19][CH3:20])=[C:15]([C:21](=O)[C:22]2[CH:27]=[CH:26][C:25]([F:28])=[CH:24][CH:23]=2)[CH:14]=1)[C:5]([O:7][CH3:8])=[O:6].C(O)(C(F)(F)F)=O.C([SiH](CC)CC)C. The catalyst is C(Cl)Cl. The product is [Cl:1][C:2]1[CH:3]=[C:4]([CH:9]=[C:10]([Cl:30])[C:11]=1[O:12][C:13]1[CH:18]=[CH:17][C:16]([O:19][CH3:20])=[C:15]([CH2:21][C:22]2[CH:27]=[CH:26][C:25]([F:28])=[CH:24][CH:23]=2)[CH:14]=1)[C:5]([O:7][CH3:8])=[O:6]. The yield is 0.920. (2) The reactants are [OH:1][C:2]1[CH:3]=[C:4]([NH:17]C(=O)C)[CH:5]=[CH:6][C:7]=1[C:8]([CH3:16])([CH3:15])[CH2:9][O:10][CH2:11][CH2:12][O:13][CH3:14].Cl.C([O-])([O-])=O.[Na+].[Na+]. No catalyst specified. The product is [CH3:14][O:13][CH2:12][CH2:11][O:10][CH2:9][C:8]([C:7]1[CH:6]=[CH:5][C:4]([NH2:17])=[CH:3][C:2]=1[OH:1])([CH3:16])[CH3:15]. The yield is 0.0600.